Dataset: M1 muscarinic receptor antagonist screen with 61,756 compounds. Task: Binary Classification. Given a drug SMILES string, predict its activity (active/inactive) in a high-throughput screening assay against a specified biological target. The drug is S(=O)(=O)(N1CCC(CC1)C(=O)N1C(Cc2c1cccc2)C)c1c(noc1/C=C\c1occc1)C. The result is 0 (inactive).